Dataset: Full USPTO retrosynthesis dataset with 1.9M reactions from patents (1976-2016). Task: Predict the reactants needed to synthesize the given product. (1) Given the product [Br:1][C:2]1[C:7]([CH3:8])=[CH:6][CH:5]=[CH:4][C:3]=1[C:20]#[C:19][C:18]([CH3:22])([CH3:21])[CH3:17], predict the reactants needed to synthesize it. The reactants are: [Br:1][C:2]1[C:7]([CH3:8])=[CH:6][CH:5]=[CH:4][C:3]=1I.C(N(CC)CC)C.[CH3:17][C:18]([CH3:22])([CH3:21])[C:19]#[CH:20]. (2) Given the product [CH2:21]([O:34][CH2:33][N:1]1[C:5]2[CH:6]=[CH:7][CH:8]=[CH:9][C:4]=2[N:3]=[CH:2]1)[C:22]1[CH:23]=[CH:24][CH:25]=[CH:26][CH:27]=1, predict the reactants needed to synthesize it. The reactants are: [N:1]1[C:5]2[CH:6]=[CH:7][CH:8]=[CH:9][C:4]=2[NH:3][CH:2]=1.[CH2:21](C(OC(Cl)[CH2:21][C:22]1[CH:27]=[CH:26][CH:25]=[CH:24][CH:23]=1)Cl)[C:22]1[CH:27]=[CH:26][CH:25]=[CH:24][CH:23]=1.C(#N)C.C[CH2:33][O:34]CC. (3) Given the product [Br:1][C:2]1[C:11]([F:12])=[CH:10][CH:9]=[C:8]2[C:3]=1[CH2:4][CH2:5][N:6]([C:18](=[O:28])[CH2:19][NH:20][C:21]([O:23][C:24]([CH3:26])([CH3:25])[CH3:27])=[O:22])[CH:7]2[CH2:13][C:14]([OH:16])=[O:15], predict the reactants needed to synthesize it. The reactants are: [Br:1][C:2]1[C:11]([F:12])=[CH:10][CH:9]=[C:8]2[C:3]=1[CH2:4][CH2:5][N:6]([C:18](=[O:28])[CH2:19][NH:20][C:21]([O:23][C:24]([CH3:27])([CH3:26])[CH3:25])=[O:22])[CH:7]2[CH2:13][C:14]([O:16]C)=[O:15].[OH-].[Na+].